From a dataset of Reaction yield outcomes from USPTO patents with 853,638 reactions. Predict the reaction yield, written as a fraction of the theoretical maximum amount of product (1.0 means a 100% yield; for example, 0.34 means a 34% yield). The reactants are [N:1]([CH2:4][C@H:5]([CH3:29])[C@H:6]([C@H:15]1[CH2:19][O:18]C(C)(C)[N:16]1[C:22]([O:24][C:25]([CH3:28])([CH3:27])[CH3:26])=[O:23])[O:7][Si:8]([C:11]([CH3:14])([CH3:13])[CH3:12])([CH3:10])[CH3:9])=[N+:2]=[N-:3].CC1C=CC(S([O-])(=O)=O)=CC=1.C1C=C[NH+]=CC=1.CCN(C(C)C)C(C)C.CC(OC(OC(OC(C)(C)C)=O)=O)(C)C. The catalyst is CCO. The product is [N:1]([CH2:4][C@H:5]([CH3:29])[C@@H:6]([O:7][Si:8]([C:11]([CH3:14])([CH3:13])[CH3:12])([CH3:9])[CH3:10])[C@H:15]([NH:16][C:22](=[O:23])[O:24][C:25]([CH3:28])([CH3:26])[CH3:27])[CH2:19][OH:18])=[N+:2]=[N-:3]. The yield is 0.700.